From a dataset of Catalyst prediction with 721,799 reactions and 888 catalyst types from USPTO. Predict which catalyst facilitates the given reaction. (1) Reactant: [F:1][C:2]([F:11])([F:10])/[CH:3]=[CH:4]/[C:5]([O:7][CH2:8][CH3:9])=[O:6].[N+:12]([CH3:15])([O-:14])=[O:13].CN(C)C(=N)N(C)C.S(=O)(=O)(O)O. Product: [CH2:8]([O:7][C:5](=[O:6])[CH2:4][CH:3]([CH2:15][N+:12]([O-:14])=[O:13])[C:2]([F:10])([F:11])[F:1])[CH3:9]. The catalyst class is: 6. (2) Reactant: [NH2:1][C:2]1[CH:7]=[CH:6][CH:5]=[C:4]([NH2:8])[N:3]=1.[C:9](Cl)(=[O:11])[CH3:10]. Product: [NH2:8][C:4]1[N:3]=[C:2]([NH:1][C:9](=[O:11])[CH3:10])[CH:7]=[CH:6][CH:5]=1. The catalyst class is: 12. (3) Reactant: [H-].[Na+].[F:3][C:4]1[CH:5]=[C:6]([OH:11])[CH:7]=[CH:8][C:9]=1[F:10].[F:12][C:13]1[CH:18]=[C:17]([CH2:19][CH2:20][CH3:21])[CH:16]=[CH:15][C:14]=1[C:22]1[CH:27]=[CH:26][C:25]([CH2:28]Br)=[C:24]([F:30])[CH:23]=1.Cl. Product: [F:3][C:4]1[CH:5]=[C:6]([O:11][CH2:28][C:25]2[CH:26]=[CH:27][C:22]([C:14]3[CH:15]=[CH:16][C:17]([CH2:19][CH2:20][CH3:21])=[CH:18][C:13]=3[F:12])=[CH:23][C:24]=2[F:30])[CH:7]=[CH:8][C:9]=1[F:10]. The catalyst class is: 9. (4) Product: [C:17]([NH:16][C:12]1[N:11]=[C:10]([CH:9]=[O:8])[CH:15]=[CH:14][N:13]=1)(=[O:19])[CH3:18]. Reactant: C[O-].[Na+].C(O[O:8][CH:9](OC)[C:10]1[CH:15]=[CH:14][N:13]=[C:12]([NH:16][C:17](=[O:19])[CH3:18])[N:11]=1)(=O)C.Cl. The catalyst class is: 5. (5) Reactant: [F:1][C:2]1[CH:7]=[CH:6][C:5]([C:8](=O)[CH:9]([C:16]2[CH:21]=[CH:20][CH:19]=[CH:18][CH:17]=2)[CH2:10][C:11](=O)[CH:12]([CH3:14])[CH3:13])=[CH:4][CH:3]=1.C1(C)C=CC=CC=1.[NH2:30][CH2:31][CH2:32][C@H:33]1[O:38][B:37]([C:39]2[CH:44]=[CH:43][CH:42]=[CH:41][CH:40]=2)[O:36][C@@H:35]([CH2:45][C:46]([O:48][C:49]([CH3:52])([CH3:51])[CH3:50])=[O:47])[CH2:34]1.C(O)(=O)C(C)(C)C. Product: [F:1][C:2]1[CH:7]=[CH:6][C:5]([C:8]2[N:30]([CH2:31][CH2:32][C@H:33]3[O:38][B:37]([C:39]4[CH:40]=[CH:41][CH:42]=[CH:43][CH:44]=4)[O:36][C@@H:35]([CH2:45][C:46]([O:48][C:49]([CH3:52])([CH3:51])[CH3:50])=[O:47])[CH2:34]3)[C:11]([CH:12]([CH3:14])[CH3:13])=[CH:10][C:9]=2[C:16]2[CH:21]=[CH:20][CH:19]=[CH:18][CH:17]=2)=[CH:4][CH:3]=1. The catalyst class is: 66. (6) Reactant: [CH3:1][O:2][C:3](=[O:33])[CH:4]([CH2:18][CH2:19][CH:20]1[CH2:25][CH2:24][N:23](C(OC(C)(C)C)=O)[CH2:22][CH2:21]1)[C:5]1[C:13]2[C:8](=[CH:9][CH:10]=[CH:11][CH:12]=2)[N:7]([C:14]([O:16][CH3:17])=[O:15])[CH:6]=1.FC(F)(F)C(O)=O.C(=O)([O-])[O-].[Na+].[Na+]. Product: [CH3:1][O:2][C:3](=[O:33])[CH:4]([CH2:18][CH2:19][CH:20]1[CH2:21][CH2:22][NH:23][CH2:24][CH2:25]1)[C:5]1[C:13]2[C:8](=[CH:9][CH:10]=[CH:11][CH:12]=2)[N:7]([C:14]([O:16][CH3:17])=[O:15])[CH:6]=1. The catalyst class is: 4. (7) Reactant: [CH:1]1([C:7]2[C:15]3[S:14][C:13]([NH2:16])=[N:12][C:11]=3[C:10]([O:17][CH3:18])=[CH:9][CH:8]=2)[CH2:6][CH2:5][CH2:4][CH2:3][CH2:2]1.C(N(C(C)C)C(C)C)C.[Cl:28][CH2:29][C:30]1[CH:38]=[CH:37][C:33]([C:34](Cl)=[O:35])=[CH:32][CH:31]=1. Product: [Cl:28][CH2:29][C:30]1[CH:38]=[CH:37][C:33]([C:34]([NH:16][C:13]2[S:14][C:15]3[C:7]([CH:1]4[CH2:2][CH2:3][CH2:4][CH2:5][CH2:6]4)=[CH:8][CH:9]=[C:10]([O:17][CH3:18])[C:11]=3[N:12]=2)=[O:35])=[CH:32][CH:31]=1. The catalyst class is: 266. (8) Reactant: [CH2:1]([O:5][C:6]1[N:11]=[C:10]([N:12]([CH2:22][C:23]2[CH:28]=[CH:27][C:26]([O:29][CH3:30])=[CH:25][CH:24]=2)[CH2:13][C:14]2[CH:19]=[CH:18][C:17]([O:20][CH3:21])=[CH:16][CH:15]=2)[C:9]2[NH:31][C:32](=[O:34])[NH:33][C:8]=2[CH:7]=1)[CH2:2][CH2:3][CH3:4].C(=O)([O-])[O-].[K+].[K+].[CH2:41](Br)[C:42]1[CH:47]=[CH:46][CH:45]=[CH:44][CH:43]=1. Product: [CH2:41]([N:33]1[C:8]2[CH:7]=[C:6]([O:5][CH2:1][CH2:2][CH2:3][CH3:4])[N:11]=[C:10]([N:12]([CH2:13][C:14]3[CH:15]=[CH:16][C:17]([O:20][CH3:21])=[CH:18][CH:19]=3)[CH2:22][C:23]3[CH:28]=[CH:27][C:26]([O:29][CH3:30])=[CH:25][CH:24]=3)[C:9]=2[N:31]=[C:32]1[OH:34])[C:42]1[CH:47]=[CH:46][CH:45]=[CH:44][CH:43]=1. The catalyst class is: 39. (9) Reactant: Cl.[CH3:2][NH:3][O:4][CH3:5].[NH2:6][C:7]1[C:15]([Cl:16])=[CH:14][CH:13]=[C:12]([Cl:17])[C:8]=1[C:9](O)=[O:10].CN1CCOCC1.CN(C(ON1N=NC2C=CC=CC1=2)=[N+](C)C)C.F[P-](F)(F)(F)(F)F. Product: [NH2:6][C:7]1[C:15]([Cl:16])=[CH:14][CH:13]=[C:12]([Cl:17])[C:8]=1[C:9]([N:3]([O:4][CH3:5])[CH3:2])=[O:10]. The catalyst class is: 3. (10) Reactant: [CH3:1][C:2]1[CH:7]=[CH:6][C:5]([C:8]2[CH:13]=[CH:12][C:11]([N+:14]([O-:16])=[O:15])=[CH:10][CH:9]=2)=[CH:4][CH:3]=1.C(OOC(=O)C1C=CC=CC=1)(=O)C1C=CC=CC=1.[Br:35]N1C(=O)CCC1=O. Product: [Br:35][CH2:1][C:2]1[CH:3]=[CH:4][C:5]([C:8]2[CH:13]=[CH:12][C:11]([N+:14]([O-:16])=[O:15])=[CH:10][CH:9]=2)=[CH:6][CH:7]=1. The catalyst class is: 53.